This data is from Full USPTO retrosynthesis dataset with 1.9M reactions from patents (1976-2016). The task is: Predict the reactants needed to synthesize the given product. (1) Given the product [CH2:27]([O:26][C:24]1[CH:23]=[C:11]([CH:10]=[C:9]([O:8][CH2:1][C:2]2[CH:3]=[CH:4][CH:5]=[CH:6][CH:7]=2)[CH:25]=1)[C:12]([NH:14][C:15]1[CH:20]=[CH:19][C:18]([C:21]([NH:42][OH:43])=[NH:22])=[CH:17][N:16]=1)=[O:13])[C:28]1[CH:33]=[CH:32][CH:31]=[CH:30][CH:29]=1, predict the reactants needed to synthesize it. The reactants are: [CH2:1]([O:8][C:9]1[CH:10]=[C:11]([CH:23]=[C:24]([O:26][CH2:27][C:28]2[CH:33]=[CH:32][CH:31]=[CH:30][CH:29]=2)[CH:25]=1)[C:12]([NH:14][C:15]1[CH:20]=[CH:19][C:18]([C:21]#[N:22])=[CH:17][N:16]=1)=[O:13])[C:2]1[CH:7]=[CH:6][CH:5]=[CH:4][CH:3]=1.C(N(CC)CC)C.Cl.[NH2:42][OH:43]. (2) Given the product [S:19]([O-:23])([OH:22])(=[O:21])=[O:20].[N+:24]([C:11]1[CH:6]=[CH:5][C:4]2[NH:3][CH2:2][CH3+:1][CH2:7][CH2:8][C:9]=2[CH:10]=1)([O-:26])=[O:25], predict the reactants needed to synthesize it. The reactants are: [CH2:1]1[C:7]2[CH:8]=[CH:9][CH:10]=[CH:11][C:6]=2[CH2:5][CH2:4][NH:3][CH2:2]1.FC(F)(F)C(O)=O.[S:19](=[O:23])(=[O:22])([OH:21])[OH:20].[N+:24]([O-])([OH:26])=[O:25]. (3) Given the product [Br:1][C:2]1[CH:3]=[C:4]2[C:9](=[O:10])[N:17]([CH2:13][CH:14]([CH3:16])[CH3:15])[C:6](=[O:8])[C:5]2=[CH:11][CH:12]=1, predict the reactants needed to synthesize it. The reactants are: [Br:1][C:2]1[CH:3]=[C:4]2[C:9](=[O:10])[O:8][C:6](=O)[C:5]2=[CH:11][CH:12]=1.[CH2:13]([NH2:17])[CH:14]([CH3:16])[CH3:15].C1(C)C=CC(S(O)(=O)=O)=CC=1. (4) Given the product [CH3:15][C:16]1[O:17][C:18]([C:2]2[N:7]=[C:6]([NH2:8])[CH:5]=[N:4][C:3]=2[C:9]2[CH:10]=[CH:11][CH:21]=[CH:13][CH:14]=2)=[CH:19][CH:20]=1, predict the reactants needed to synthesize it. The reactants are: Cl[C:2]1[N:7]=[C:6]([NH2:8])[CH:5]=[N:4][C:3]=1[C:9]1[CH:14]=[CH:13]N=[CH:11][CH:10]=1.[CH3:15][C:16]1[O:17][CH:18]=[CH:19][CH:20]=1.[C:21]([O-])(=O)C.[K+]. (5) Given the product [F:24][C:18]1[CH:19]=[C:20]([F:23])[CH:21]=[CH:22][C:17]=1[NH:16][C:13]1[N:12]=[CH:11][C:10]([C:8]([C:6]2[CH:7]=[C:2]([C:29]3[CH:34]=[CH:33][N:32]=[CH:31][CH:30]=3)[CH:3]=[CH:4][C:5]=2[O:25][CH3:26])=[O:9])=[CH:15][CH:14]=1, predict the reactants needed to synthesize it. The reactants are: Br[C:2]1[CH:3]=[CH:4][C:5]([O:25][CH3:26])=[C:6]([C:8]([C:10]2[CH:11]=[N:12][C:13]([NH:16][C:17]3[CH:22]=[CH:21][C:20]([F:23])=[CH:19][C:18]=3[F:24])=[CH:14][CH:15]=2)=[O:9])[CH:7]=1.C[Sn](C)(C)[C:29]1[CH:34]=[CH:33][N:32]=[CH:31][CH:30]=1. (6) Given the product [Cl:59][C:60]1[CH:68]=[CH:67][C:63]([C:64]([NH:34][C:35]2[CH:36]=[CH:37][C:38]([C:41]3[CH:49]=[C:48]4[C:44]([CH2:45][N:46]([C:51]5([C:55]([O:57][CH3:58])=[O:56])[CH2:52][CH2:53][CH2:54]5)[C:47]4=[O:50])=[CH:43][CH:42]=3)=[CH:39][CH:40]=2)=[O:65])=[CH:62][CH:61]=1, predict the reactants needed to synthesize it. The reactants are: C(NC1C=CC(C2C=C3C(CN([C@@H](C(C)C)C(OC)=O)C3=O)=CC=2)=CC=1)(=O)C1C=CC=CC=1.[NH2:34][C:35]1[CH:40]=[CH:39][C:38]([C:41]2[CH:49]=[C:48]3[C:44]([CH2:45][N:46]([C:51]4([C:55]([O:57][CH3:58])=[O:56])[CH2:54][CH2:53][CH2:52]4)[C:47]3=[O:50])=[CH:43][CH:42]=2)=[CH:37][CH:36]=1.[Cl:59][C:60]1[CH:68]=[CH:67][C:63]([C:64](Cl)=[O:65])=[CH:62][CH:61]=1.